From a dataset of Forward reaction prediction with 1.9M reactions from USPTO patents (1976-2016). Predict the product of the given reaction. (1) Given the reactants [CH2:1]([C:3]1[CH:8]=[CH:7][CH:6]=[C:5]([CH2:9][CH3:10])[C:4]=1[C:11]1[CH:12]=[C:13]2[CH:19]=[CH:18][NH:17][C:14]2=[CH:15][N:16]=1)[CH3:2].[CH2:20]=O.C[NH:23][CH3:24].[C-]#N.[K+], predict the reaction product. The product is: [CH2:1]([C:3]1[CH:8]=[CH:7][CH:6]=[C:5]([CH2:9][CH3:10])[C:4]=1[C:11]1[CH:12]=[C:13]2[C:19]([CH2:20][C:24]#[N:23])=[CH:18][NH:17][C:14]2=[CH:15][N:16]=1)[CH3:2]. (2) Given the reactants I[C:2]1[CH:7]=[CH:6][C:5]([O:8][CH2:9][O:10][CH3:11])=[CH:4][C:3]=1[O:12][CH3:13].[B:14]1(B2OCC(C)(C)CO2)[O:19]CC(C)(C)C[O:15]1.C([O-])(=O)C.[K+].C(OCC)(=O)C, predict the reaction product. The product is: [CH3:13][O:12][C:3]1[CH:4]=[C:5]([O:8][CH2:9][O:10][CH3:11])[CH:6]=[CH:7][C:2]=1[B:14]([OH:19])[OH:15]. (3) Given the reactants C([O:5][C:6]([N:8]1[CH2:13][CH2:12][N:11]([C:14]2[CH:19]=[CH:18][C:17]([N:20]3[CH2:24][C@H:23]([CH2:25][NH:26][C:27]([O:29]C)=[S:28])[O:22][C:21]3=[O:31])=[CH:16][C:15]=2[F:32])[CH2:10][CH2:9]1)=O)(C)(C)C.F[C:34](F)(F)C(O)=O.[CH3:40][N:41]1[C:49]2[C:44](=[CH:45][CH:46]=[CH:47][CH:48]=2)[C:43](C(O)=O)=[N:42]1.O.ON1C2C=CC=CC=2N=N1.F[P-](F)(F)(F)(F)F.N1(O[P+](N(C)C)(N(C)C)N(C)C)C2C=CC=CC=2N=N1.C(N(C(C)C)CC)(C)C, predict the reaction product. The product is: [F:32][C:15]1[CH:16]=[C:17]([N:20]2[CH2:24][C@H:23]([CH2:25][NH:26][C:27](=[O:28])[S:29][CH3:34])[O:22][C:21]2=[O:31])[CH:18]=[CH:19][C:14]=1[N:11]1[CH2:10][CH2:9][N:8]([C:6]([C:43]2[C:44]3[C:49](=[CH:48][CH:47]=[CH:46][CH:45]=3)[N:41]([CH3:40])[N:42]=2)=[O:5])[CH2:13][CH2:12]1. (4) The product is: [ClH:1].[NH2:2][C:3]1[N:8]2[N:9]=[CH:10][C:11]([C:12]3[CH:13]=[CH:14][C:15]([N:18]4[CH2:19][CH2:20][N:21]([CH2:24][CH2:25][OH:26])[CH2:22][CH2:23]4)=[CH:16][CH:17]=3)=[C:7]2[N:6]=[CH:5][C:4]=1[C:27]1[CH:28]=[CH:29][C:30]([NH2:33])=[CH:31][CH:32]=1. Given the reactants [ClH:1].[NH2:2][C:3]1[N:8]2[N:9]=[CH:10][C:11]([C:12]3[CH:17]=[CH:16][C:15]([N:18]4[CH2:23][CH2:22][N:21]([CH2:24][CH2:25][OH:26])[CH2:20][CH2:19]4)=[CH:14][CH:13]=3)=[C:7]2[N:6]=[CH:5][C:4]=1[C:27]1[CH:32]=[CH:31][C:30]([N+:33]([O-])=O)=[CH:29][CH:28]=1, predict the reaction product. (5) Given the reactants [Br:1][C:2]1[CH:3]=[CH:4][C:5]([F:15])=[C:6]([CH:8]([OH:14])[C:9]([F:13])([F:12])[CH2:10][OH:11])[CH:7]=1.N1C=CN=C1.[Si:21](Cl)([C:24]([CH3:27])([CH3:26])[CH3:25])([CH3:23])[CH3:22], predict the reaction product. The product is: [Br:1][C:2]1[CH:3]=[CH:4][C:5]([F:15])=[C:6]([CH:8]([OH:14])[C:9]([F:13])([F:12])[CH2:10][O:11][Si:21]([C:24]([CH3:27])([CH3:26])[CH3:25])([CH3:23])[CH3:22])[CH:7]=1. (6) Given the reactants Cl[C:2]1[CH:7]=[C:6]([Cl:8])[N:5]=[CH:4][C:3]=1[NH:9][C:10](=O)[C:11]([F:14])([F:13])[F:12].CC1C=CC([S:23]P2(SP(SC3C=CC(C)=CC=3)(=S)S2)=S)=CC=1.C(=O)([O-])[O-].[Na+].[Na+], predict the reaction product. The product is: [Cl:8][C:6]1[N:5]=[CH:4][C:3]2[N:9]=[C:10]([C:11]([F:14])([F:13])[F:12])[S:23][C:2]=2[CH:7]=1.